Dataset: Full USPTO retrosynthesis dataset with 1.9M reactions from patents (1976-2016). Task: Predict the reactants needed to synthesize the given product. (1) Given the product [Cl:16][C:13]1[CH:12]=[CH:11][C:10]([CH2:9][N:8]2[CH:4]([CH:5]([CH3:6])[CH3:7])[C:3](=[O:17])[NH:20][C:19]2=[O:18])=[CH:15][CH:14]=1, predict the reactants needed to synthesize it. The reactants are: CO[C:3](=[O:17])[C@H:4]([NH:8][CH2:9][C:10]1[CH:15]=[CH:14][C:13]([Cl:16])=[CH:12][CH:11]=1)[CH:5]([CH3:7])[CH3:6].[O-:18][C:19]#[N:20].[K+]. (2) Given the product [CH3:1][C:2]1([CH3:39])[CH2:10][C:9]2[N:8]([CH2:11][O:12][CH2:13][CH2:14][Si:15]([CH3:17])([CH3:16])[CH3:18])[N:7]=[C:6]([C:19]3[N:20]([CH2:31][O:32][CH2:33][CH2:34][Si:35]([CH3:37])([CH3:38])[CH3:36])[C:21]4[C:26]([CH:27]=3)=[CH:25][CH:24]=[C:23]([NH:42][C:45](=[O:62])[O:54][CH2:47][C:48]3[CH:53]=[CH:52][CH:51]=[CH:50][CH:49]=3)[CH:22]=4)[C:5]=2[CH2:4][CH2:3]1, predict the reactants needed to synthesize it. The reactants are: [CH3:1][C:2]1([CH3:39])[CH2:10][C:9]2[N:8]([CH2:11][O:12][CH2:13][CH2:14][Si:15]([CH3:18])([CH3:17])[CH3:16])[N:7]=[C:6]([C:19]3[N:20]([CH2:31][O:32][CH2:33][CH2:34][Si:35]([CH3:38])([CH3:37])[CH3:36])[C:21]4[C:26]([CH:27]=3)=[CH:25][CH:24]=[C:23](C(O)=O)[CH:22]=4)[C:5]=2[CH2:4][CH2:3]1.C([N:42]([CH2:45]C)CC)C.[CH2:47]([OH:54])[C:48]1[CH:53]=[CH:52][CH:51]=[CH:50][CH:49]=1.C1(P(N=[N+]=[N-])(C2C=CC=CC=2)=[O:62])C=CC=CC=1. (3) Given the product [Br:27][C:12]1[C:8]([C:5]2[CH:6]=[CH:7][C:2]([F:1])=[CH:3][CH:4]=2)=[N:9][N:10]([CH3:19])[C:11]=1[CH:13]1[CH2:18][CH2:17][O:16][CH2:15][CH2:14]1, predict the reactants needed to synthesize it. The reactants are: [F:1][C:2]1[CH:7]=[CH:6][C:5]([C:8]2[CH:12]=[C:11]([CH:13]3[CH2:18][CH2:17][O:16][CH2:15][CH2:14]3)[N:10]([CH3:19])[N:9]=2)=[CH:4][CH:3]=1.C1C(=O)N([Br:27])C(=O)C1. (4) The reactants are: CC[O:3][C:4]([NH:6][C:7]1C=CC(NCC2C=CC(F)=CC=2)=CC=1N)=[O:5].[CH3:23][CH2:24][N:25]([CH2:28]C)[CH2:26]C.[CH2:24]([N:25]([CH2:28]C)[CH2:26]C)[CH3:23]. Given the product [CH3:23][N:6]([CH:4]=[O:5])[CH3:7].[CH3:24][N:25]([CH3:28])[CH:26]=[O:3], predict the reactants needed to synthesize it. (5) Given the product [CH2:2]([O:9][C:10]1[CH:11]=[C:12]([C:16]2([F:23])[CH2:21][CH2:20][N:19]([CH2:26][CH2:25][C:24]([O:28][CH3:29])=[O:27])[CH2:18][CH:17]2[CH3:22])[CH:13]=[CH:14][CH:15]=1)[C:3]1[CH:4]=[CH:5][CH:6]=[CH:7][CH:8]=1, predict the reactants needed to synthesize it. The reactants are: Cl.[CH2:2]([O:9][C:10]1[CH:11]=[C:12]([C:16]2([F:23])[CH2:21][CH2:20][NH:19][CH2:18][CH:17]2[CH3:22])[CH:13]=[CH:14][CH:15]=1)[C:3]1[CH:8]=[CH:7][CH:6]=[CH:5][CH:4]=1.[C:24]([O:28][CH3:29])(=[O:27])[CH:25]=[CH2:26].